From a dataset of Retrosynthesis with 50K atom-mapped reactions and 10 reaction types from USPTO. Predict the reactants needed to synthesize the given product. (1) Given the product Cn1ccc2c(C=O)cccc21, predict the reactants needed to synthesize it. The reactants are: CI.O=Cc1cccc2[nH]ccc12. (2) Given the product COCCCc1ccccc1-c1ccc(C(CN)Cc2ccc(OCCOc3c(Cl)cc(C)cc3Cl)cc2)cc1C(=O)O, predict the reactants needed to synthesize it. The reactants are: COCCCc1ccccc1-c1ccc(C(CN)Cc2ccc(OCCOc3c(Cl)cc(C)cc3Cl)cc2)cc1C(=O)OC. (3) Given the product CC(=O)N1CCC(c2nn(C)c3cc(F)ccc23)CC1, predict the reactants needed to synthesize it. The reactants are: CC(=O)N1CCC(C(=O)c2ccc(F)cc2F)CC1.CNN. (4) Given the product O=Cc1cn(C[C@H]2CN(c3ccc(I)c(F)c3)C(=O)O2)nn1, predict the reactants needed to synthesize it. The reactants are: O=C1O[C@@H](Cn2cc(CO)nn2)CN1c1ccc(I)c(F)c1. (5) Given the product CC(O)CCn1cnc(C(=O)N[C@@H](C)Cn2ccc(-c3ccc(C#N)c(Cl)c3)n2)c1, predict the reactants needed to synthesize it. The reactants are: CC(=O)CCn1cnc(C(=O)N[C@@H](C)Cn2ccc(-c3ccc(C#N)c(Cl)c3)n2)c1.